This data is from Forward reaction prediction with 1.9M reactions from USPTO patents (1976-2016). The task is: Predict the product of the given reaction. (1) The product is: [NH2:8][C@H:9]1[CH2:15][CH2:14][CH2:13][CH2:12][N:11]([CH2:16][C:17]([O:19][CH3:20])=[O:18])[C:10]1=[O:21]. Given the reactants C(OC([NH:8][C@H:9]1[CH2:15][CH2:14][CH2:13][CH2:12][N:11]([CH2:16][C:17]([O:19][CH3:20])=[O:18])[C:10]1=[O:21])=O)(C)(C)C.Cl, predict the reaction product. (2) Given the reactants C[O:2][C:3](=[O:33])[CH2:4][C:5]1[C:13]2[C:8](=[CH:9][CH:10]=[C:11]([O:14][CH3:15])[CH:12]=2)[NH:7][C:6]=1[C:16]1[CH:21]=[CH:20][C:19]([Cl:22])=[C:18]([S:23](=[O:32])(=[O:31])[NH:24][CH:25]2[CH2:30][CH2:29][CH2:28][CH2:27][CH2:26]2)[CH:17]=1.O.[OH-].[Li+].CCOC(C)=O, predict the reaction product. The product is: [Cl:22][C:19]1[CH:20]=[CH:21][C:16]([C:6]2[NH:7][C:8]3[C:13]([C:5]=2[CH2:4][C:3]([OH:33])=[O:2])=[CH:12][C:11]([O:14][CH3:15])=[CH:10][CH:9]=3)=[CH:17][C:18]=1[S:23](=[O:32])(=[O:31])[NH:24][CH:25]1[CH2:26][CH2:27][CH2:28][CH2:29][CH2:30]1. (3) Given the reactants [I:1][C:2]1[C:3]([N+:12]([O-])=O)=[C:4]([CH:8]=[CH:9][C:10]=1[CH3:11])[C:5]([OH:7])=[O:6].C(O)(=O)C.Cl, predict the reaction product. The product is: [NH2:12][C:3]1[C:2]([I:1])=[C:10]([CH3:11])[CH:9]=[CH:8][C:4]=1[C:5]([OH:7])=[O:6]. (4) Given the reactants [NH2:1][CH2:2][CH2:3][N:4]1[C:12]2[C:7](=[CH:8][CH:9]=[C:10]([CH2:14][O:15][CH:16]3[CH:21]([C:22]4[CH:27]=[CH:26][C:25]([O:28][CH2:29][CH2:30][CH2:31][O:32][CH2:33][C:34]5[CH:39]=[CH:38][CH:37]=[CH:36][C:35]=5[O:40][CH3:41])=[CH:24][CH:23]=4)[CH2:20][CH2:19][N:18]([C:42]([O:44][CH2:45][C:46]4[CH:51]=[CH:50][CH:49]=[CH:48][CH:47]=4)=[O:43])[CH2:17]3)[C:11]=2[Br:13])[C:6]([CH3:52])=[CH:5]1.C(N(CC)CC)C.[CH3:60][N:61](C)[CH:62]=[O:63], predict the reaction product. The product is: [Br:13][C:11]1[C:10]([CH2:14][O:15][CH:16]2[CH:21]([C:22]3[CH:23]=[CH:24][C:25]([O:28][CH2:29][CH2:30][CH2:31][O:32][CH2:33][C:34]4[CH:39]=[CH:38][CH:37]=[CH:36][C:35]=4[O:40][CH3:41])=[CH:26][CH:27]=3)[CH2:20][CH2:19][N:18]([C:42]([O:44][CH2:45][C:46]3[CH:51]=[CH:50][CH:49]=[CH:48][CH:47]=3)=[O:43])[CH2:17]2)=[CH:9][CH:8]=[C:7]2[C:12]=1[N:4]([CH2:3][CH2:2][NH:1][C:62]([NH:61][CH3:60])=[O:63])[CH:5]=[C:6]2[CH3:52].